Dataset: Full USPTO retrosynthesis dataset with 1.9M reactions from patents (1976-2016). Task: Predict the reactants needed to synthesize the given product. (1) The reactants are: C(=O)([O-])[O-].[K+].[K+].[CH:7]([N:10]=[C:11]=[O:12])([CH3:9])[CH3:8].[Cl:13][C:14]1[C:15]([O:24][C:25]2[CH:29]=[C:28]([CH3:30])[NH:27][N:26]=2)=[N:16][CH:17]=[C:18]([C:20]([F:23])([F:22])[F:21])[CH:19]=1.Cl. Given the product [CH:7]([NH:10][C:11]([N:27]1[C:28]([CH3:30])=[CH:29][C:25]([O:24][C:15]2[C:14]([Cl:13])=[CH:19][C:18]([C:20]([F:23])([F:22])[F:21])=[CH:17][N:16]=2)=[N:26]1)=[O:12])([CH3:9])[CH3:8], predict the reactants needed to synthesize it. (2) Given the product [CH3:22][C:6]1[CH:2]=[C:3]([C:7]([NH:9][CH2:10][C:11]2[NH:15][N:14]=[C:13]([C:16]3[CH:17]=[CH:18][N:19]=[CH:20][CH:21]=3)[N:12]=2)=[O:8])[S:4][CH:5]=1, predict the reactants needed to synthesize it. The reactants are: C[C:2]1[CH:6]=[CH:5][S:4][C:3]=1[C:7]([NH:9][CH2:10][C:11]1[NH:15][N:14]=[C:13]([C:16]2[CH:21]=[CH:20][N:19]=[CH:18][CH:17]=2)[N:12]=1)=[O:8].[CH3:22]C1C=C(C(O)=O)SC=1.CC1C=CSC=1C(O)=O. (3) Given the product [Cl:1][C:2]1[CH:3]=[N:4][N:5]([C@H:7]([CH3:11])[C:8]([NH:12][C:13]2[C:18]([NH:19][C:20](=[O:26])[O:21][C:22]([CH3:25])([CH3:24])[CH3:23])=[CH:17][CH:16]=[C:15]([N:27]3[CH2:32][CH2:31][CH2:30][C@@H:29]([C:33]([N:35]4[CH2:39][CH2:38][CH2:37][CH2:36]4)=[O:34])[CH2:28]3)[N:14]=2)=[O:10])[CH:6]=1, predict the reactants needed to synthesize it. The reactants are: [Cl:1][C:2]1[CH:3]=[N:4][N:5]([C@H:7]([CH3:11])[C:8]([OH:10])=O)[CH:6]=1.[NH2:12][C:13]1[C:18]([NH:19][C:20](=[O:26])[O:21][C:22]([CH3:25])([CH3:24])[CH3:23])=[CH:17][CH:16]=[C:15]([N:27]2[CH2:32][CH2:31][CH2:30][C@@H:29]([C:33]([N:35]3[CH2:39][CH2:38][CH2:37][CH2:36]3)=[O:34])[CH2:28]2)[N:14]=1.N1C=CC=CC=1.CCCP1(OP(CCC)(=O)OP(CCC)(=O)O1)=O. (4) Given the product [Br:12][C:13]1[C:26]2[C:17](=[N:18][C:19]3[C:24]([C:25]=2[S:11][C:7]2[CH:8]=[CH:9][CH:10]=[C:5]([O:4][CH3:3])[CH:6]=2)=[CH:23][CH:22]=[CH:21][CH:20]=3)[CH:16]=[CH:15][CH:14]=1, predict the reactants needed to synthesize it. The reactants are: [H-].[Na+].[CH3:3][O:4][C:5]1[CH:6]=[C:7]([SH:11])[CH:8]=[CH:9][CH:10]=1.[Br:12][C:13]1[C:26]2[C:17](=[N:18][C:19]3[C:24]([C:25]=2Cl)=[CH:23][CH:22]=[CH:21][CH:20]=3)[CH:16]=[CH:15][CH:14]=1. (5) The reactants are: CCN(CC)CC.O[C@@H:9]([CH3:23])[C@@H:10]([NH:14][C:15]([O:17][CH2:18][CH2:19][CH2:20][CH2:21][CH3:22])=[O:16])[C:11]([OH:13])=[O:12].C1CN([P+](ON2N=NC3C=CC=CC2=3)(N2CCCC2)N2CCCC2)CC1.F[P-](F)(F)(F)(F)F. Given the product [CH2:18]([O:17][C:15](=[O:16])[NH:14][C@H:10]1[C:11](=[O:13])[O:12][C@H:9]1[CH3:23])[CH2:19][CH2:20][CH2:21][CH3:22], predict the reactants needed to synthesize it.